Dataset: Forward reaction prediction with 1.9M reactions from USPTO patents (1976-2016). Task: Predict the product of the given reaction. (1) Given the reactants Cl.[NH2:2][CH2:3][CH2:4][C:5]1[C:10]2[O:11][CH2:12][C:13](=[O:15])[NH:14][C:9]=2[C:8]([OH:16])=[CH:7][CH:6]=1.[CH:17]1([N:23]([CH2:28][CH:29]=O)[C:24](=[O:27])[CH:25]=[CH2:26])[CH2:22][CH2:21][CH2:20][CH2:19][CH2:18]1.C(=O)([O-])O.[Na+].C(O[BH-](OC(=O)C)OC(=O)C)(=O)C.[Na+].[C:50](O[C:50]([O:52][C:53]([CH3:56])([CH3:55])[CH3:54])=[O:51])([O:52][C:53]([CH3:56])([CH3:55])[CH3:54])=[O:51], predict the reaction product. The product is: [CH:17]1([N:23]([CH2:28][CH2:29][N:2]([CH2:3][CH2:4][C:5]2[C:10]3[O:11][CH2:12][C:13](=[O:15])[NH:14][C:9]=3[C:8]([OH:16])=[CH:7][CH:6]=2)[C:50](=[O:51])[O:52][C:53]([CH3:56])([CH3:55])[CH3:54])[C:24](=[O:27])[CH:25]=[CH2:26])[CH2:18][CH2:19][CH2:20][CH2:21][CH2:22]1. (2) Given the reactants Br[C:2]1[CH:3]=[C:4]([CH2:8][CH:9]([CH3:12])[C:10]#[N:11])[CH:5]=[CH:6][CH:7]=1.[CH:13]([O-])=[O:14].[Na+], predict the reaction product. The product is: [CH:13]([C:2]1[CH:3]=[C:4]([CH2:8][CH:9]([CH3:12])[C:10]#[N:11])[CH:5]=[CH:6][CH:7]=1)=[O:14]. (3) Given the reactants [NH:1]1[CH2:5][CH2:4][CH:3]([OH:6])[CH2:2]1.C(N(CC)CC)C.Cl.[F:15][C:16]([F:50])([F:49])[C:17]1[CH:22]=[C:21]([C:23]2[CH:28]=[CH:27][C:26]([C:29]([F:32])([F:31])[F:30])=[CH:25][CH:24]=2)[N:20]=[C:19]([C:33]2[CH:38]=[CH:37][N:36]=[C:35]([C:39]3[CH:40]=[C:41]([S:45](Cl)(=[O:47])=[O:46])[CH:42]=[CH:43][CH:44]=3)[CH:34]=2)[N:18]=1, predict the reaction product. The product is: [F:50][C:16]([F:15])([F:49])[C:17]1[CH:22]=[C:21]([C:23]2[CH:24]=[CH:25][C:26]([C:29]([F:32])([F:31])[F:30])=[CH:27][CH:28]=2)[N:20]=[C:19]([C:33]2[CH:38]=[CH:37][N:36]=[C:35]([C:39]3[CH:40]=[C:41]([S:45]([N:1]4[CH2:5][CH2:4][CH:3]([OH:6])[CH2:2]4)(=[O:47])=[O:46])[CH:42]=[CH:43][CH:44]=3)[CH:34]=2)[N:18]=1. (4) Given the reactants [OH:1][CH2:2][CH:3]([CH2:5][OH:6])[OH:4].[C:7](Cl)(=[O:17])[CH2:8][CH2:9][CH2:10][CH2:11][CH2:12][CH2:13][CH2:14][CH2:15][CH3:16].N1C=C[CH:22]=[CH:21][CH:20]=1, predict the reaction product. The product is: [C:7]([O:1][CH2:2][CH:3]([CH2:5][OH:6])[OH:4])(=[O:17])[CH2:8][CH2:9][CH2:10][CH2:11][CH2:12][CH2:13][CH2:14][CH2:15][CH2:16][CH2:20][CH2:21][CH3:22]. (5) Given the reactants [Br:1][C:2]1[CH:3]=[C:4]([CH2:8][N:9]2C(=O)C3C(=CC=CC=3)C2=O)[CH:5]=[N:6][CH:7]=1.O.NN, predict the reaction product. The product is: [Br:1][C:2]1[CH:3]=[C:4]([CH2:8][NH2:9])[CH:5]=[N:6][CH:7]=1. (6) Given the reactants Br[C:2]1[CH:3]=[C:4]([CH:18]=[CH:19][CH:20]=1)[CH2:5][O:6][C:7]1[CH:12]=[CH:11][CH:10]=[CH:9][C:8]=1[CH2:13][C:14]([O:16]C)=[O:15].[F:21][C:22]1[CH:23]=[C:24]([CH:34]=[C:35](B2OC(C)(C)C(C)(C)O2)[CH:36]=1)[CH2:25][NH:26]C(=O)OC(C)(C)C, predict the reaction product. The product is: [NH2:26][CH2:25][C:24]1[CH:34]=[C:35]([C:2]2[CH:20]=[CH:19][CH:18]=[C:4]([CH2:5][O:6][C:7]3[CH:12]=[CH:11][CH:10]=[CH:9][C:8]=3[CH2:13][C:14]([OH:16])=[O:15])[CH:3]=2)[CH:36]=[C:22]([F:21])[CH:23]=1. (7) Given the reactants [Na+].[I-:2].ClN1C(=O)CCC1=O.[CH2:11]([O:13][C:14]([C:16]1[NH:17][C:18]2[C:23]([CH:24]=1)=[CH:22][C:21]([C:25]1[CH:30]=[CH:29][C:28]([C:31]([F:34])([F:33])[F:32])=[CH:27][CH:26]=1)=[CH:20][CH:19]=2)=[O:15])[CH3:12].[O-]S([O-])(=S)=O.[Na+].[Na+], predict the reaction product. The product is: [CH2:11]([O:13][C:14]([C:16]1[NH:17][C:18]2[C:23]([C:24]=1[I:2])=[CH:22][C:21]([C:25]1[CH:30]=[CH:29][C:28]([C:31]([F:34])([F:32])[F:33])=[CH:27][CH:26]=1)=[CH:20][CH:19]=2)=[O:15])[CH3:12]. (8) Given the reactants [CH2:1]([NH2:5])[CH2:2][C:3]#[CH:4].Cl[CH2:7][C:8]([N:10]1[CH2:29][CH2:28][C:13]2[N:14]=[C:15]([NH:18][CH:19]3[CH2:27][C:26]4[C:21](=[CH:22][CH:23]=[CH:24][CH:25]=4)[CH2:20]3)[N:16]=[CH:17][C:12]=2[CH2:11]1)=[O:9].C(N(CC)CC)C.[C:37]([O:41][C:42](O[C:42]([O:41][C:37]([CH3:40])([CH3:39])[CH3:38])=[O:43])=[O:43])([CH3:40])([CH3:39])[CH3:38], predict the reaction product. The product is: [CH2:1]([N:5]([CH2:7][C:8]([N:10]1[CH2:29][CH2:28][C:13]2[N:14]=[C:15]([NH:18][CH:19]3[CH2:27][C:26]4[C:21](=[CH:22][CH:23]=[CH:24][CH:25]=4)[CH2:20]3)[N:16]=[CH:17][C:12]=2[CH2:11]1)=[O:9])[C:42](=[O:43])[O:41][C:37]([CH3:40])([CH3:39])[CH3:38])[CH2:2][C:3]#[CH:4]. (9) Given the reactants [CH3:1][C:2]1[N:3]([CH2:12][C:13]([F:16])([F:15])[F:14])[C:4]2[C:10]([NH2:11])=[CH:9][CH:8]=[CH:7][C:5]=2[N:6]=1.CC1N(C)C2C(N[C:28](=[S:44])[NH:29][C:30]3[CH:31]=[C:32]([S:40]([NH2:43])(=[O:42])=[O:41])[CH:33]=[CH:34][C:35]=3[O:36][CH:37]([CH3:39])[CH3:38])=CC=CC=2N=1, predict the reaction product. The product is: [CH:37]([O:36][C:35]1[CH:34]=[CH:33][C:32]([S:40]([NH2:43])(=[O:42])=[O:41])=[CH:31][C:30]=1[NH:29][C:28]([NH:11][C:10]1[C:4]2[N:3]([CH2:12][C:13]([F:14])([F:16])[F:15])[C:2]([CH3:1])=[N:6][C:5]=2[CH:7]=[CH:8][CH:9]=1)=[S:44])([CH3:39])[CH3:38].